This data is from Catalyst prediction with 721,799 reactions and 888 catalyst types from USPTO. The task is: Predict which catalyst facilitates the given reaction. Reactant: CC1(C)[O:6][C@H:5]([CH2:7][O:8][C:9]2[N:14]=[C:13]([NH:15][C:16]([C:18]3[N:22]4[N:23]=[C:24]([C:27]5[CH:32]=[CH:31][CH:30]=[CH:29][C:28]=5[C:33]([F:36])([F:35])[F:34])[CH:25]=[CH:26][C:21]4=[N:20][CH:19]=3)=[O:17])[CH:12]=[N:11][CH:10]=2)[CH2:4][O:3]1.Cl.C([O-])(O)=O.[Na+]. Product: [OH:6][C@@H:5]([CH2:4][OH:3])[CH2:7][O:8][C:9]1[N:14]=[C:13]([NH:15][C:16]([C:18]2[N:22]3[N:23]=[C:24]([C:27]4[CH:32]=[CH:31][CH:30]=[CH:29][C:28]=4[C:33]([F:34])([F:36])[F:35])[CH:25]=[CH:26][C:21]3=[N:20][CH:19]=2)=[O:17])[CH:12]=[N:11][CH:10]=1. The catalyst class is: 5.